Dataset: Catalyst prediction with 721,799 reactions and 888 catalyst types from USPTO. Task: Predict which catalyst facilitates the given reaction. Reactant: [C:1]([C:3]1[CH:8]=[CH:7][CH:6]=[CH:5][C:4]=1[C:9]1[CH:14]=[CH:13][C:12]([CH2:15][C:16]2[C:17](=[O:38])[N:18]([CH:28]3[CH2:31][CH:30]([C:32]([O:34]CCC)=O)[CH2:29]3)[C:19]3[N:20]([N:25]=[CH:26][N:27]=3)[C:21]=2[CH2:22][CH2:23][CH3:24])=[CH:11][CH:10]=1)#[N:2].[OH-].[Na+].Cl.[CH3:42][Mg]Br.[Cl-].[NH4+]. Product: [C:32]([C@@H:30]1[CH2:31][C@H:28]([N:18]2[C:17](=[O:38])[C:16]([CH2:15][C:12]3[CH:13]=[CH:14][C:9]([C:4]4[C:3]([C:1]#[N:2])=[CH:8][CH:7]=[CH:6][CH:5]=4)=[CH:10][CH:11]=3)=[C:21]([CH2:22][CH2:23][CH3:24])[N:20]3[N:25]=[CH:26][N:27]=[C:19]23)[CH2:29]1)(=[O:34])[CH3:42]. The catalyst class is: 670.